From a dataset of Reaction yield outcomes from USPTO patents with 853,638 reactions. Predict the reaction yield, written as a fraction of the theoretical maximum amount of product (1.0 means a 100% yield; for example, 0.34 means a 34% yield). (1) The reactants are [Cl:1][C:2]1[CH:7]=[CH:6][CH:5]=[CH:4][C:3]=1[C:8](=[O:10])[CH3:9].B(Cl)([C@@H]1[C@@H](C)[C@H]2C(C)(C)[C@@H](C2)C1)[C@@H]1[C@@H](C)[C@@H]2C(C)(C)[C@@H](C2)C1. No catalyst specified. The product is [Cl:1][C:2]1[CH:7]=[CH:6][CH:5]=[CH:4][C:3]=1[C@H:8]([OH:10])[CH3:9]. The yield is 0.720. (2) The reactants are [C:1]([O:5][C:6]([N:8]1[CH2:13][CH2:12][CH:11]([CH2:14][CH2:15][OH:16])[CH2:10][CH2:9]1)=[O:7])([CH3:4])([CH3:3])[CH3:2].[H-].[Na+].[CH3:19][C:20]1[CH:27]=[CH:26][C:23]([CH2:24]Br)=[CH:22][CH:21]=1.[NH4+].[Cl-]. The catalyst is C1COCC1. The product is [C:1]([O:5][C:6]([N:8]1[CH2:13][CH2:12][CH:11]([CH2:14][CH2:15][O:16][CH2:19][C:20]2[CH:27]=[CH:26][C:23]([CH3:24])=[CH:22][CH:21]=2)[CH2:10][CH2:9]1)=[O:7])([CH3:4])([CH3:3])[CH3:2]. The yield is 0.990.